From a dataset of Forward reaction prediction with 1.9M reactions from USPTO patents (1976-2016). Predict the product of the given reaction. Given the reactants [Cl:1][C:2]1[N:3]=[CH:4][NH:5][C:6]=1[Cl:7].[OH-].[K+].[Br:10][CH2:11][C:12]1[CH:25]=[C:24]2[C:26]3=[C:27]4[C:17]([CH:18]=[CH:19][CH:20]=[C:21]4[CH:22]=[CH:23]2)=[CH:16][CH:15]=[C:14]3[CH:13]=1, predict the reaction product. The product is: [Br-:10].[CH:25]1[C:24]2[C:26]3=[C:27]4[C:21](=[CH:22][CH:23]=2)[CH:20]=[CH:19][CH:18]=[C:17]4[CH:16]=[CH:15][C:14]3=[CH:13][C:12]=1[CH2:11][N+:3]1[C:2]([Cl:1])=[C:6]([Cl:7])[N:5]([CH2:11][C:12]2[CH:25]=[C:24]3[C:26]4=[C:27]5[C:17]([CH:18]=[CH:19][CH:20]=[C:21]5[CH:22]=[CH:23]3)=[CH:16][CH:15]=[C:14]4[CH:13]=2)[CH:4]=1.